From a dataset of Catalyst prediction with 721,799 reactions and 888 catalyst types from USPTO. Predict which catalyst facilitates the given reaction. (1) Reactant: [Br:1][C:2]1[CH:7]=[CH:6][CH:5]=[CH:4][C:3]=1[C@@H:8]([NH:12][C@@H:13]([C:16]1[CH:21]=[CH:20][CH:19]=[CH:18][CH:17]=1)CO)[CH2:9][CH:10]=[CH2:11].CN.I(O)(=O)(=O)=O. Product: [CH:13](=[N:12]/[C@H:8]([C:3]1[CH:4]=[CH:5][CH:6]=[CH:7][C:2]=1[Br:1])[CH2:9][CH:10]=[CH2:11])\[C:16]1[CH:17]=[CH:18][CH:19]=[CH:20][CH:21]=1. The catalyst class is: 5. (2) Reactant: CC([O-])(C)C.[K+].Cl[CH:8]([CH:14]1[CH2:19][CH2:18][CH2:17][CH2:16][CH2:15]1)[C:9]([O:11][CH2:12][CH3:13])=[O:10].[F:20][C:21]1[CH:26]=[CH:25][CH:24]=[CH:23][C:22]=1[N+:27]([O-:29])=[O:28].Cl. Product: [CH:14]1([CH:8]([C:25]2[CH:24]=[CH:23][C:22]([N+:27]([O-:29])=[O:28])=[C:21]([F:20])[CH:26]=2)[C:9]([O:11][CH2:12][CH3:13])=[O:10])[CH2:19][CH2:18][CH2:17][CH2:16][CH2:15]1. The catalyst class is: 18. (3) The catalyst class is: 1. Product: [OH:27][CH:24]([C:2]1[CH:11]=[CH:10][CH:9]=[C:8]2[C:3]=1[CH2:4][CH2:5][N:6]1[C:16](=[O:17])[CH2:15][NH:14][C:13](=[O:18])[CH:12]=[C:7]12)[CH2:25][CH3:26]. Reactant: I[C:2]1[CH:11]=[CH:10][CH:9]=[C:8]2[C:3]=1[CH2:4][CH2:5][N:6]1[C:16](=[O:17])[CH2:15][NH:14][C:13](=[O:18])[CH:12]=[C:7]12.C([Mg]Cl)(C)C.[CH:24](=[O:27])[CH2:25][CH3:26]. (4) Reactant: [C:1]([C:5]([NH:7][C:8]1[CH:13]=[CH:12][CH:11]=[C:10]([C:14]2[CH:19]=[CH:18][C:17]([CH:20]3[CH2:22][O:21]3)=[CH:16][C:15]=2[O:23][CH:24]([CH3:26])[CH3:25])[N:9]=1)=[O:6])([CH3:4])([CH3:3])[CH3:2].[CH2:27]([N:35]1[CH2:40][CH2:39][NH:38][CH2:37][CH2:36]1)[CH2:28][C:29]1[CH:34]=[CH:33][CH:32]=[CH:31][CH:30]=1.C(#N)C. Product: [C:1]([C:5]([N:7]1[C:8]([NH2:9])=[CH:13][CH:12]=[CH:11][CH:10]1[C:14]1[CH:19]=[CH:18][C:17]([CH:20]([OH:21])[CH2:22][N:38]2[CH2:39][CH2:40][N:35]([CH2:27][CH2:28][C:29]3[CH:34]=[CH:33][CH:32]=[CH:31][CH:30]=3)[CH2:36][CH2:37]2)=[CH:16][C:15]=1[O:23][CH:24]([CH3:25])[CH3:26])=[O:6])([CH3:3])([CH3:2])[CH3:4]. The catalyst class is: 6. (5) Reactant: [F:1][C:2]([F:38])([F:37])[C:3]1[CH:4]=[C:5]([CH:34]=[CH:35][CH:36]=1)[C:6]([NH:8][C:9]1[CH:10]=[C:11]([CH:31]=[CH:32][CH:33]=1)[O:12][C:13]1[CH:14]=[CH:15][C:16]2[N:17]([CH:19]=[C:20]([NH:22][C:23](=[O:30])OCC(Cl)(Cl)Cl)[N:21]=2)[N:18]=1)=[O:7].[NH:39]1[CH2:44][CH2:43][O:42][CH2:41][CH2:40]1.C(N(C(C)C)C(C)C)(C)C.C(=O)([O-])O.[Na+]. Product: [F:37][C:2]([F:1])([F:38])[C:3]1[CH:4]=[C:5]([CH:34]=[CH:35][CH:36]=1)[C:6]([NH:8][C:9]1[CH:10]=[C:11]([CH:31]=[CH:32][CH:33]=1)[O:12][C:13]1[CH:14]=[CH:15][C:16]2[N:17]([CH:19]=[C:20]([NH:22][C:23]([N:39]3[CH2:44][CH2:43][O:42][CH2:41][CH2:40]3)=[O:30])[N:21]=2)[N:18]=1)=[O:7]. The catalyst class is: 16. (6) Reactant: C1COCC1.Br[CH:7]([CH3:9])[CH3:8].[CH3:10][C:11]1[CH:18]=[CH:17][CH:16]=[CH:15][C:12]=1[C:13]#[N:14].[BH4-].[Na+]. Product: [CH3:8][CH:7]([CH3:9])[CH:13]([C:12]1[CH:15]=[CH:16][CH:17]=[CH:18][C:11]=1[CH3:10])[NH2:14]. The catalyst class is: 5.